Dataset: Reaction yield outcomes from USPTO patents with 853,638 reactions. Task: Predict the reaction yield, written as a fraction of the theoretical maximum amount of product (1.0 means a 100% yield; for example, 0.34 means a 34% yield). The reactants are [N+:1]([C:4]1[CH:9]=[CH:8][C:7]([CH2:10][CH:11]([NH:13][CH2:14][C:15]2[CH:20]=[CH:19][CH:18]=[CH:17][CH:16]=2)[CH3:12])=[CH:6][CH:5]=1)([O-:3])=[O:2].C(O)(=O)[C@H](C1C=CC=CC=1)O. No catalyst specified. The product is [N+:1]([C:4]1[CH:5]=[CH:6][C:7]([CH2:10][C@H:11]([NH:13][CH2:14][C:15]2[CH:16]=[CH:17][CH:18]=[CH:19][CH:20]=2)[CH3:12])=[CH:8][CH:9]=1)([O-:3])=[O:2]. The yield is 0.490.